Task: Predict the product of the given reaction.. Dataset: Forward reaction prediction with 1.9M reactions from USPTO patents (1976-2016) (1) Given the reactants Cl[C:2]1[C:11]2[C:6](=[CH:7][CH:8]=[CH:9][CH:10]=2)[CH:5]=[C:4]([NH:12][C:13]2[CH:17]=[C:16]([CH3:18])[NH:15][N:14]=2)[N:3]=1.[CH3:19][O:20][C:21]1[CH:26]=[CH:25][C:24](B(O)O)=[CH:23][CH:22]=1, predict the reaction product. The product is: [CH3:19][O:20][C:21]1[CH:26]=[CH:25][C:24]([C:2]2[C:11]3[C:6](=[CH:7][CH:8]=[CH:9][CH:10]=3)[CH:5]=[C:4]([NH:12][C:13]3[CH:17]=[C:16]([CH3:18])[NH:15][N:14]=3)[N:3]=2)=[CH:23][CH:22]=1. (2) Given the reactants [C:1]([N:4]1[CH2:8][CH2:7][N:6]([C:9]2[CH:14]=[C:13](Cl)[CH:12]=[CH:11][C:10]=2[C:16]([N:18]2[CH2:23][CH2:22][N:21]([C:24]3[C:29]([CH3:30])=[CH:28][C:27]([CH:31]4[CH2:33][CH2:32]4)=[CH:26][N:25]=3)[CH2:20][CH2:19]2)=[O:17])[C:5]1=[O:34])(=[O:3])[CH3:2].[O:35]1[CH2:39][CH2:38][NH:37][C:36]1=[O:40], predict the reaction product. The product is: [C:1]([N:4]1[CH2:8][CH2:7][N:6]([C:9]2[CH:14]=[C:13]([N:37]3[CH2:38][CH2:39][O:35][C:36]3=[O:40])[CH:12]=[CH:11][C:10]=2[C:16]([N:18]2[CH2:23][CH2:22][N:21]([C:24]3[C:29]([CH3:30])=[CH:28][C:27]([CH:31]4[CH2:33][CH2:32]4)=[CH:26][N:25]=3)[CH2:20][CH2:19]2)=[O:17])[C:5]1=[O:34])(=[O:3])[CH3:2]. (3) Given the reactants [H-].C([Al+]CC(C)C)C(C)C.CON(C)[C:14](=[O:29])[C:15]([NH:18][C:19](=[O:28])[O:20][CH2:21][C:22]1[CH:27]=[CH:26][CH:25]=[CH:24][CH:23]=1)([CH3:17])[CH3:16].CO.Cl, predict the reaction product. The product is: [CH3:17][C:15]([NH:18][C:19](=[O:28])[O:20][CH2:21][C:22]1[CH:23]=[CH:24][CH:25]=[CH:26][CH:27]=1)([CH3:16])[CH:14]=[O:29]. (4) Given the reactants [Cl:1][C:2]1[C:7]([CH2:8][N:9]2[CH2:14][CH2:13][NH:12][C:11]3[N:15]=[CH:16][C:17](I)=[CH:18][C:10]2=3)=[CH:6][CH:5]=[CH:4][N:3]=1.[CH2:20]([O:22][C:23]([C:25]1[CH:30]=[CH:29][C:28](B(O)O)=[CH:27][CH:26]=1)=[O:24])[CH3:21], predict the reaction product. The product is: [CH2:20]([O:22][C:23](=[O:24])[C:25]1[CH:30]=[CH:29][C:28]([C:17]2[CH:16]=[N:15][C:11]3[NH:12][CH2:13][CH2:14][N:9]([CH2:8][C:7]4[C:2]([Cl:1])=[N:3][CH:4]=[CH:5][CH:6]=4)[C:10]=3[CH:18]=2)=[CH:27][CH:26]=1)[CH3:21]. (5) Given the reactants Cl[C:2]1[N:7]=[C:6]([N:8]2[CH2:13][CH2:12][CH2:11][C@@H:10]([NH:14][C:15](=[O:21])[O:16][C:17]([CH3:20])([CH3:19])[CH3:18])[CH2:9]2)[CH:5]=[N:4][C:3]=1[C:22]#[N:23].[NH2:24][C:25]1[CH:30]=[CH:29][C:28]([C:31]([N:33]2[CH2:38][CH2:37][O:36][CH2:35][CH2:34]2)=[O:32])=[CH:27][CH:26]=1.C1C=CC(P(C2C(C3C(P(C4C=CC=CC=4)C4C=CC=CC=4)=CC=C4C=3C=CC=C4)=C3C(C=CC=C3)=CC=2)C2C=CC=CC=2)=CC=1.C([O-])([O-])=O.[Cs+].[Cs+], predict the reaction product. The product is: [C:22]([C:3]1[N:4]=[CH:5][C:6]([N:8]2[CH2:13][CH2:12][CH2:11][C@@H:10]([NH:14][C:15](=[O:21])[O:16][C:17]([CH3:20])([CH3:19])[CH3:18])[CH2:9]2)=[N:7][C:2]=1[NH:24][C:25]1[CH:26]=[CH:27][C:28]([C:31]([N:33]2[CH2:34][CH2:35][O:36][CH2:37][CH2:38]2)=[O:32])=[CH:29][CH:30]=1)#[N:23].